Task: Predict which catalyst facilitates the given reaction.. Dataset: Catalyst prediction with 721,799 reactions and 888 catalyst types from USPTO (1) Reactant: [NH2:1][C:2]1[N:34]([CH2:35][CH3:36])[C:6]2[N:7]=[C:8]([NH:11][C:12]3[C:17]([O:18][CH3:19])=[CH:16][C:15]([N:20]4[CH2:25][CH2:24][N:23](C(OC(C)(C)C)=O)[CH2:22][CH2:21]4)=[CH:14][C:13]=3[F:33])[N:9]=[CH:10][C:5]=2[C:4](=[O:37])[C:3]=1[C:38](=[O:40])[NH2:39].[ClH:41].CCOCC. Product: [ClH:41].[NH2:1][C:2]1[N:34]([CH2:35][CH3:36])[C:6]2[N:7]=[C:8]([NH:11][C:12]3[C:17]([O:18][CH3:19])=[CH:16][C:15]([N:20]4[CH2:25][CH2:24][NH:23][CH2:22][CH2:21]4)=[CH:14][C:13]=3[F:33])[N:9]=[CH:10][C:5]=2[C:4](=[O:37])[C:3]=1[C:38]([NH2:39])=[O:40]. The catalyst class is: 71. (2) Reactant: [H-].[Na+].[F:3][C:4]([F:18])([F:17])[C:5]1[CH:16]=[CH:15][C:8]([CH2:9][N:10]2[CH2:13][CH:12]([OH:14])[CH2:11]2)=[CH:7][CH:6]=1.[Br:19][C:20]1[CH:21]=[CH:22][C:23](Cl)=[N:24][CH:25]=1. Product: [Br:19][C:20]1[CH:21]=[CH:22][C:23]([O:14][CH:12]2[CH2:13][N:10]([CH2:9][C:8]3[CH:15]=[CH:16][C:5]([C:4]([F:17])([F:3])[F:18])=[CH:6][CH:7]=3)[CH2:11]2)=[N:24][CH:25]=1. The catalyst class is: 1. (3) Reactant: [F:1][C:2]1[CH:3]=[C:4]([CH:7]=[CH:8][C:9]=1[F:10])[CH:5]=O.[N+:11]([CH3:14])([O-:13])=[O:12].C([O-])(=O)C.[NH4+].O. Product: [F:10][C:9]1[CH:8]=[CH:7][C:4]([CH:5]=[CH:14][N+:11]([O-:13])=[O:12])=[CH:3][C:2]=1[F:1]. The catalyst class is: 15. (4) Reactant: C(O)C.Cl.C(OC([NH:12][C@@H:13]1[CH2:18][CH2:17][CH2:16][CH2:15][C@H:14]1[NH:19][C:20]([C:22]1[NH:23][C:24]2[C:29]([CH:30]=1)=[CH:28][C:27]([Cl:31])=[CH:26][CH:25]=2)=[O:21])=O)(C)(C)C. Product: [ClH:31].[Cl:31][C:27]1[CH:28]=[C:29]2[C:24](=[CH:25][CH:26]=1)[NH:23][C:22]([C:20]([NH:19][C@@H:14]1[CH2:15][CH2:16][CH2:17][CH2:18][C@H:13]1[NH2:12])=[O:21])=[CH:30]2. The catalyst class is: 4. (5) Reactant: [C:1]([C:3]1[CH:4]=[CH:5][C:6]([NH:9][C:10]([N:12]2[C:21]3[C:16](=[CH:17][CH:18]=[C:19]([CH:22](OC)[O:23]C)[N:20]=3)[CH2:15][CH2:14][CH2:13]2)=[O:11])=[N:7][CH:8]=1)#[N:2].O.Cl. Product: [C:1]([C:3]1[CH:4]=[CH:5][C:6]([NH:9][C:10]([N:12]2[C:21]3[C:16](=[CH:17][CH:18]=[C:19]([CH:22]=[O:23])[N:20]=3)[CH2:15][CH2:14][CH2:13]2)=[O:11])=[N:7][CH:8]=1)#[N:2]. The catalyst class is: 1.